This data is from Reaction yield outcomes from USPTO patents with 853,638 reactions. The task is: Predict the reaction yield, written as a fraction of the theoretical maximum amount of product (1.0 means a 100% yield; for example, 0.34 means a 34% yield). (1) The reactants are Br[C:2]1[CH:3]=[C:4]2[C:8](=[CH:9][CH:10]=1)[CH2:7][CH:6]([NH:11][C:12](=[O:18])[O:13][C:14]([CH3:17])([CH3:16])[CH3:15])[CH2:5]2.O.[CH3:20][N:21](C)C=O. The catalyst is C1(P([C-]2C=CC=C2)C2C=CC=CC=2)C=CC=CC=1.[CH-]1C=CC=C1.[Fe+2].C1C=CC(/C=C/C(/C=C/C2C=CC=CC=2)=O)=CC=1.C1C=CC(/C=C/C(/C=C/C2C=CC=CC=2)=O)=CC=1.C1C=CC(/C=C/C(/C=C/C2C=CC=CC=2)=O)=CC=1.[Pd].[Pd].[C-]#N.[Zn+2].[C-]#N. The product is [C:20]([C:2]1[CH:3]=[C:4]2[C:8](=[CH:9][CH:10]=1)[CH2:7][CH:6]([NH:11][C:12](=[O:18])[O:13][C:14]([CH3:17])([CH3:16])[CH3:15])[CH2:5]2)#[N:21]. The yield is 0.780. (2) The reactants are [CH2:1]([O:3][C:4]([CH:6]1[CH:8]([C:9](=[O:18])[NH:10][C:11]2[CH:16]=[CH:15][C:14]([Cl:17])=[CH:13][CH:12]=2)[CH:7]1[C:19](=[O:40])[NH:20][C:21]1[CH:26]=[CH:25][C:24]([N:27]2[CH:32]=[CH:31][C:30]([O:33][CH2:34][C:35](O)=[O:36])=[CH:29][C:28]2=[O:38])=[CH:23][C:22]=1[F:39])=[O:5])[CH3:2].Cl.[CH3:42][NH:43][CH3:44].ON1C2C=CC=CC=2N=N1.CN1CCOCC1.Cl.CN(C)CCCN=C=NCC.Cl. The catalyst is CN(C=O)C. The product is [CH2:1]([O:3][C:4]([CH:6]1[CH:7]([C:19](=[O:40])[NH:20][C:21]2[CH:26]=[CH:25][C:24]([N:27]3[CH:32]=[CH:31][C:30]([O:33][CH2:34][C:35](=[O:36])[N:43]([CH3:44])[CH3:42])=[CH:29][C:28]3=[O:38])=[CH:23][C:22]=2[F:39])[CH:8]1[C:9](=[O:18])[NH:10][C:11]1[CH:16]=[CH:15][C:14]([Cl:17])=[CH:13][CH:12]=1)=[O:5])[CH3:2]. The yield is 0.950. (3) The reactants are [Cl:1][C:2]1[CH:7]=[CH:6][C:5]([CH2:8][C:9](Cl)=[O:10])=[CH:4][CH:3]=1.[NH2:12][C:13](=[N:19]O)[C:14]([O:16][CH2:17][CH3:18])=[O:15].C(N(CC)C(C)C)(C)C.O. The catalyst is ClCCl. The product is [Cl:1][C:2]1[CH:7]=[CH:6][C:5]([CH2:8][C:9]2[O:10][N:19]=[C:13]([C:14]([O:16][CH2:17][CH3:18])=[O:15])[N:12]=2)=[CH:4][CH:3]=1. The yield is 0.500. (4) The reactants are [CH3:1][O:2][C:3]1[CH:4]=[C:5]2[C:10](=[CH:11][CH:12]=1)[C:9](=[O:13])[NH:8][CH:7]=[CH:6]2.C1C(=O)N([Br:21])C(=O)C1. The catalyst is C(#N)C. The product is [Br:21][C:6]1[C:5]2[C:10](=[CH:11][CH:12]=[C:3]([O:2][CH3:1])[CH:4]=2)[C:9](=[O:13])[NH:8][CH:7]=1. The yield is 0.552. (5) The yield is 0.990. The catalyst is C(Cl)Cl.CN(C1C=CN=CC=1)C.C([O-])(O)=O.[Na+]. The product is [C:16]([O:19][C:20]([N:8]([C:5]1[C:4]([C:9]#[C:10][Si:11]([CH3:13])([CH3:12])[CH3:14])=[N:3][C:2]([Br:1])=[CH:7][N:6]=1)[C:20](=[O:21])[O:19][C:16]([CH3:18])([CH3:17])[CH3:15])=[O:21])([CH3:18])([CH3:17])[CH3:15]. The reactants are [Br:1][C:2]1[N:3]=[C:4]([C:9]#[C:10][Si:11]([CH3:14])([CH3:13])[CH3:12])[C:5]([NH2:8])=[N:6][CH:7]=1.[CH3:15][C:16]([O:19][C:20](O[C:20]([O:19][C:16]([CH3:18])([CH3:17])[CH3:15])=[O:21])=[O:21])([CH3:18])[CH3:17]. (6) The reactants are [Br:1][C:2]1[C:7]([CH3:8])=[CH:6][CH:5]=[CH:4][C:3]=1[CH2:9][OH:10].[Cr](Cl)([O-])(=O)=O.[NH+]1C=CC=CC=1. The catalyst is C(Cl)Cl. The product is [Br:1][C:2]1[C:7]([CH3:8])=[CH:6][CH:5]=[CH:4][C:3]=1[CH:9]=[O:10]. The yield is 0.890. (7) The reactants are [NH2:1][C:2]1[S:3][C:4]([C:15]2[CH:20]=[CH:19][CH:18]=[CH:17][CH:16]=2)=[CH:5][C:6]=1[C:7]([C:9]1[CH:14]=[CH:13][CH:12]=[CH:11][CH:10]=1)=O.[CH:21]1([C:24](=[O:29])[CH2:25][C:26](=O)[CH3:27])[CH2:23][CH2:22]1. The catalyst is C(O)(=O)C.S(=O)(=O)(O)O. The product is [CH:21]1([C:24]([C:25]2[C:7]([C:9]3[CH:14]=[CH:13][CH:12]=[CH:11][CH:10]=3)=[C:6]3[CH:5]=[C:4]([C:15]4[CH:20]=[CH:19][CH:18]=[CH:17][CH:16]=4)[S:3][C:2]3=[N:1][C:26]=2[CH3:27])=[O:29])[CH2:23][CH2:22]1. The yield is 0.170.